Task: Predict which catalyst facilitates the given reaction.. Dataset: Catalyst prediction with 721,799 reactions and 888 catalyst types from USPTO (1) Reactant: [CH2:1]([NH:8][C:9]([C:11]1[CH:30]=[CH:29][C:14]2[N:15]([CH3:28])[C:16]([CH2:18][NH:19][C:20]3[CH:25]=[CH:24][C:23]([C:26]#[N:27])=[CH:22][CH:21]=3)=[N:17][C:13]=2[CH:12]=1)=[O:10])[C:2]1[CH:7]=[CH:6][CH:5]=[CH:4][CH:3]=1.[ClH:31].C(O)C.C(=O)([O-])[O-].[NH4+:39].[NH4+]. Product: [ClH:31].[CH2:1]([NH:8][C:9]([C:11]1[CH:30]=[CH:29][C:14]2[N:15]([CH3:28])[C:16]([CH2:18][NH:19][C:20]3[CH:21]=[CH:22][C:23]([C:26](=[NH:39])[NH2:27])=[CH:24][CH:25]=3)=[N:17][C:13]=2[CH:12]=1)=[O:10])[C:2]1[CH:3]=[CH:4][CH:5]=[CH:6][CH:7]=1. The catalyst class is: 429. (2) Reactant: II.N1C=CC=CC=1.FC(F)(F)C(O[I:14](C1C=CC=CC=1)OC(=O)C(F)(F)F)=O.[Cl:30][C:31]1[C:32]([C:45]([O:47][CH2:48][CH3:49])=[O:46])=[CH:33][C:34]2[N:35]([CH:38]=[C:39]([C:41]([F:44])([F:43])[CH3:42])[N:40]=2)[C:36]=1[CH3:37].C(=O)([O-])O.[Na+].S([O-])([O-])(=O)=S.[Na+].[Na+]. Product: [Cl:30][C:31]1[C:32]([C:45]([O:47][CH2:48][CH3:49])=[O:46])=[CH:33][C:34]2[N:35]([C:38]([I:14])=[C:39]([C:41]([F:44])([F:43])[CH3:42])[N:40]=2)[C:36]=1[CH3:37]. The catalyst class is: 4. (3) Reactant: [NH:1]([C:16]([O:18][CH2:19][C:20]1[CH:25]=[CH:24][CH:23]=[CH:22][CH:21]=1)=[O:17])[C@@H:2]([C:13](O)=[O:14])[CH2:3][C:4]1[C:12]2[C:7](=[CH:8][CH:9]=[CH:10][CH:11]=2)[NH:6][CH:5]=1.C1C=CC2N(O)N=NC=2C=1.[NH2:36][C@H:37]([C:50]([O:52][CH3:53])=[O:51])[CH2:38][CH2:39][CH2:40][CH2:41][NH:42][C:43]([O:45][C:46]([CH3:49])([CH3:48])[CH3:47])=[O:44].Cl.CN1CCOCC1.C(N=C=NC(C)C)(C)C.S(=O)(=O)(O)O. Product: [NH:1]([C:16]([O:18][CH2:19][C:20]1[CH:25]=[CH:24][CH:23]=[CH:22][CH:21]=1)=[O:17])[C@@H:2]([C:13]([NH:36][C@H:37]([C:50]([O:52][CH3:53])=[O:51])[CH2:38][CH2:39][CH2:40][CH2:41][NH:42][C:43]([O:45][C:46]([CH3:47])([CH3:49])[CH3:48])=[O:44])=[O:14])[CH2:3][C:4]1[C:12]2[C:7](=[CH:8][CH:9]=[CH:10][CH:11]=2)[NH:6][CH:5]=1. The catalyst class is: 20. (4) Reactant: C1(P(C2CCCCC2)C2C=CC=CC=2C2C(C(C)C)=CC(C(C)C)=CC=2C(C)C)CCCCC1.[O:35]1[CH2:40][CH2:39][N:38]([C:41]2[C:46]([NH2:47])=[CH:45][C:44]([N:48]3[CH2:53][CH2:52][O:51][CH2:50][CH2:49]3)=[CH:43][N:42]=2)[CH2:37][CH2:36]1.Cl[C:55]1[C:64]2[C:59](=[C:60]([Cl:65])[CH:61]=[CH:62][CH:63]=2)[N:58]=[C:57]([C:66]2[CH:71]=[C:70]([CH3:72])[CH:69]=[CH:68][N:67]=2)[C:56]=1[CH3:73].CC(C)([O-])C.[Na+]. Product: [Cl:65][C:60]1[CH:61]=[CH:62][CH:63]=[C:64]2[C:59]=1[N:58]=[C:57]([C:66]1[CH:71]=[C:70]([CH3:72])[CH:69]=[CH:68][N:67]=1)[C:56]([CH3:73])=[C:55]2[NH:47][C:46]1[C:41]([N:38]2[CH2:39][CH2:40][O:35][CH2:36][CH2:37]2)=[N:42][CH:43]=[C:44]([N:48]2[CH2:49][CH2:50][O:51][CH2:52][CH2:53]2)[CH:45]=1. The catalyst class is: 101.